Predict which catalyst facilitates the given reaction. From a dataset of Catalyst prediction with 721,799 reactions and 888 catalyst types from USPTO. (1) Reactant: [H-].[Al+3].[Li+].[H-].[H-].[H-].C([O:9][C:10](=O)[C:11]([C:14]1[CH:19]=[CH:18][CH:17]=[C:16]([OH:20])[CH:15]=1)([CH3:13])[CH3:12])C. Product: [OH:9][CH2:10][C:11]([C:14]1[CH:15]=[C:16]([OH:20])[CH:17]=[CH:18][CH:19]=1)([CH3:13])[CH3:12]. The catalyst class is: 1. (2) Reactant: [Br:1][C:2]1[CH:7]=[C:6]([NH:8][C@@H:9]([CH2:11][CH3:12])[CH3:10])[C:5]([N+:13]([O-])=O)=[CH:4][N:3]=1.C(O)(=O)C. Product: [Br:1][C:2]1[N:3]=[CH:4][C:5]([NH2:13])=[C:6]([NH:8][C@@H:9]([CH2:11][CH3:12])[CH3:10])[CH:7]=1. The catalyst class is: 150. (3) Reactant: [CH3:1][S:2][C:3]1[CH:9]=[CH:8][C:6]([NH2:7])=[CH:5][CH:4]=1.C(N(CC)CC)C.[F:17][C:18]1[CH:25]=[CH:24][C:21]([CH2:22]Br)=[CH:20][CH:19]=1. Product: [F:17][C:18]1[CH:25]=[CH:24][C:21]([CH2:22][NH:7][C:6]2[CH:8]=[CH:9][C:3]([S:2][CH3:1])=[CH:4][CH:5]=2)=[CH:20][CH:19]=1. The catalyst class is: 4. (4) The catalyst class is: 2. Product: [CH:1]([NH:4][C:5]([C:7]1[C:16](=[O:17])[C:15]2[C:10](=[N:11][CH:12]=[CH:13][CH:14]=2)[N:9]([C:18]2[CH:23]=[CH:22][CH:21]=[C:20]([C:24]3[CH:29]=[CH:28][C:27]([N:30]4[CH2:31][CH2:32][NH:33][CH2:34][CH2:35]4)=[CH:26][CH:25]=3)[CH:19]=2)[CH:8]=1)=[O:6])([CH3:3])[CH3:2]. Reactant: [CH:1]([NH:4][C:5]([C:7]1[C:16](=[O:17])[C:15]2[C:10](=[N:11][CH:12]=[CH:13][CH:14]=2)[N:9]([C:18]2[CH:23]=[CH:22][CH:21]=[C:20]([C:24]3[CH:29]=[CH:28][C:27]([N:30]4[CH2:35][CH2:34][N:33](C(OC(C)(C)C)=O)[CH2:32][CH2:31]4)=[CH:26][CH:25]=3)[CH:19]=2)[CH:8]=1)=[O:6])([CH3:3])[CH3:2]. (5) Reactant: [N:1]1[CH:6]=[CH:5][CH:4]=[CH:3][CH:2]=1.[CH2:7](Br)[C:8]1[CH:13]=[CH:12][CH:11]=[CH:10][CH:9]=1.[BH4-].[Na+].Cl.[OH-].[Na+]. Product: [CH2:7]([N:1]1[CH2:6][CH:5]=[CH:4][CH2:3][CH2:2]1)[C:8]1[CH:13]=[CH:12][CH:11]=[CH:10][CH:9]=1. The catalyst class is: 192. (6) Reactant: [Cl:1][C:2]1[CH:7]=C(C)[C:5]([N+:9]([O-:11])=[O:10])=[CH:4][N:3]=1.O.O.[Cr](O[Cr]([O-])(=O)=O)([O-])(=O)=O.[Na+].[Na+].C[CH2:26][O:27][C:28]([CH3:30])=[O:29]. Product: [CH3:26][O:27][C:28](=[O:29])[C:30]1[C:5]([N+:9]([O-:11])=[O:10])=[CH:4][N:3]=[C:2]([Cl:1])[CH:7]=1. The catalyst class is: 65. (7) Reactant: [O:1]1CCO[CH:2]1[C:6]1[N:7]([CH3:19])[CH:8]=[C:9]([C:11]2[CH:12]=[CH:13][C:14]([CH2:17]C)=[N:15][CH:16]=2)[N:10]=1.C(Cl)Cl.Cl.C(=O)(O)[O-].[Na+]. Product: [CH3:19][N:7]1[CH:8]=[C:9]([C:11]2[CH:16]=[N:15][C:14]([CH3:17])=[CH:13][CH:12]=2)[N:10]=[C:6]1[CH:2]=[O:1]. The catalyst class is: 23.